Dataset: Orexin1 receptor HTS with 218,158 compounds and 233 confirmed actives. Task: Binary Classification. Given a drug SMILES string, predict its activity (active/inactive) in a high-throughput screening assay against a specified biological target. (1) The drug is Clc1c(CC(=O)Nc2c(OC)cc(OC)cc2)c(F)ccc1. The result is 0 (inactive). (2) The compound is s1c(/C=N\NC(=O)CN2CCN(CC2)Cc2ccccc2)ccc1. The result is 0 (inactive). (3) The drug is S(=O)(=O)(Nc1cc(c2nc(sc2)C)ccc1)c1ccccc1. The result is 0 (inactive). (4) The drug is Clc1c(C(=O)N\N=c2\sc3c(n2C)cccc3)cccc1. The result is 0 (inactive). (5) The compound is O=C1N(C(=O)C2C1C1CC2C=C1)C(C(C)C)C(OCC(=O)c1ccc(OC)cc1)=O. The result is 0 (inactive).